Dataset: Full USPTO retrosynthesis dataset with 1.9M reactions from patents (1976-2016). Task: Predict the reactants needed to synthesize the given product. (1) Given the product [C:1]([O:5][C:6]([N:8]1[CH2:13][CH2:12][N:11]([CH2:14][C:15]([N:17]2[C:25]3[C:20](=[CH:21][CH:22]=[C:23]([NH2:26])[CH:24]=3)[CH2:19][CH2:18]2)=[O:16])[CH2:10][C@H:9]1[CH3:29])=[O:7])([CH3:4])([CH3:2])[CH3:3], predict the reactants needed to synthesize it. The reactants are: [C:1]([O:5][C:6]([N:8]1[CH2:13][CH2:12][N:11]([CH2:14][C:15]([N:17]2[C:25]3[C:20](=[CH:21][CH:22]=[C:23]([N+:26]([O-])=O)[CH:24]=3)[CH2:19][CH2:18]2)=[O:16])[CH2:10][C@H:9]1[CH3:29])=[O:7])([CH3:4])([CH3:3])[CH3:2]. (2) Given the product [CH2:18]([CH:32]([NH:33][C:15]([C:7]1[C:8]2[C:9](=[N:10][C:11]([NH2:40])=[CH:12][CH:13]=2)[N:5]([C:1]([CH3:2])([CH3:3])[CH3:4])[N:6]=1)=[O:17])[CH2:31][CH3:30])[CH3:19], predict the reactants needed to synthesize it. The reactants are: [C:1]([N:5]1[C:9]2=[N:10][C:11](F)=[CH:12][CH:13]=[C:8]2[C:7]([C:15]([OH:17])=O)=[N:6]1)([CH3:4])([CH3:3])[CH3:2].[CH2:18](N(CC)CC)[CH3:19].CCN=C=N[CH2:30][CH2:31][CH2:32][N:33](C)C.C1C=[N:40]C2N(O)N=NC=2C=1.C(CCC)C. (3) Given the product [N:20]1[CH:21]=[CH:22][CH:23]=[C:18]([NH:17][C:13]2[N:12]=[C:11]([C:8]3[S:7][C:6]([C:4]([OH:5])=[O:3])=[CH:10][CH:9]=3)[CH:16]=[CH:15][N:14]=2)[CH:19]=1, predict the reactants needed to synthesize it. The reactants are: C([O:3][C:4]([C:6]1[S:7][C:8]([C:11]2[CH:16]=[CH:15][N:14]=[C:13]([NH:17][C:18]3[CH:19]=[N:20][CH:21]=[CH:22][CH:23]=3)[N:12]=2)=[CH:9][CH:10]=1)=[O:5])C.[Li+].[OH-].Cl.